This data is from Forward reaction prediction with 1.9M reactions from USPTO patents (1976-2016). The task is: Predict the product of the given reaction. (1) Given the reactants Cl[C:2]1[N:7]2[N:8]=[C:9]([C:11]([F:14])([F:13])[CH3:12])[N:10]=[C:6]2[N:5]=[C:4]([CH3:15])[CH:3]=1.[F:16][C:17]([F:26])([F:25])[C:18]1[CH:24]=[CH:23][C:21]([NH2:22])=[CH:20][CH:19]=1.N.CO, predict the reaction product. The product is: [F:13][C:11]([C:9]1[N:10]=[C:6]2[N:5]=[C:4]([CH3:15])[CH:3]=[C:2]([NH:22][C:21]3[CH:23]=[CH:24][C:18]([C:17]([F:16])([F:25])[F:26])=[CH:19][CH:20]=3)[N:7]2[N:8]=1)([F:14])[CH3:12]. (2) Given the reactants [C:1]([O:5][C:6](=[O:25])[NH:7][C:8]1[CH:13]=[C:12]([N:14]2[CH2:19][CH2:18][O:17][CH2:16][CH2:15]2)[C:11]([C:20]([F:23])([F:22])[F:21])=[CH:10][C:9]=1[NH2:24])([CH3:4])([CH3:3])[CH3:2].C([O:30][C:31](=O)[CH2:32][C:33]([C:35]1[CH:40]=[CH:39][CH:38]=[C:37]([C:41]2[CH:46]=[C:45]([CH3:47])[N:44]=[C:43]([CH3:48])[CH:42]=2)[CH:36]=1)=[O:34])(C)(C)C, predict the reaction product. The product is: [C:1]([O:5][C:6](=[O:25])[NH:7][C:8]1[CH:13]=[C:12]([N:14]2[CH2:15][CH2:16][O:17][CH2:18][CH2:19]2)[C:11]([C:20]([F:21])([F:22])[F:23])=[CH:10][C:9]=1[NH:24][C:31](=[O:30])[CH2:32][C:33]([C:35]1[CH:40]=[CH:39][CH:38]=[C:37]([C:41]2[CH:42]=[C:43]([CH3:48])[N:44]=[C:45]([CH3:47])[CH:46]=2)[CH:36]=1)=[O:34])([CH3:4])([CH3:2])[CH3:3]. (3) Given the reactants Cl[C:2]1[C:3]2[N:4]([CH:10]=[CH:11][CH:12]=2)[N:5]=[CH:6][C:7]=1[C:8]#[N:9].[CH3:13][O:14][C:15]1[CH:20]=[CH:19][CH:18]=[CH:17][C:16]=1[CH:21]([N:24]1[CH2:29][CH2:28][O:27][CH2:26][CH2:25]1)[CH2:22][NH2:23].CCN(C(C)C)C(C)C, predict the reaction product. The product is: [CH3:13][O:14][C:15]1[CH:20]=[CH:19][CH:18]=[CH:17][C:16]=1[CH:21]([N:24]1[CH2:29][CH2:28][O:27][CH2:26][CH2:25]1)[CH2:22][NH:23][C:2]1[C:3]2[N:4]([CH:10]=[CH:11][CH:12]=2)[N:5]=[CH:6][C:7]=1[C:8]#[N:9].